Dataset: Forward reaction prediction with 1.9M reactions from USPTO patents (1976-2016). Task: Predict the product of the given reaction. (1) The product is: [CH2:1]([CH:5]([CH2:12][CH2:13][CH2:14][CH2:15][CH2:16][CH3:17])[CH2:6][C:7]1[S:8][C:9]([Sn:24]([CH3:26])([CH3:25])[CH3:23])=[CH:10][CH:11]=1)[CH2:2][CH2:3][CH3:4]. Given the reactants [CH2:1]([CH:5]([CH2:12][CH2:13][CH2:14][CH2:15][CH2:16][CH3:17])[CH2:6][C:7]1[S:8][CH:9]=[CH:10][CH:11]=1)[CH2:2][CH2:3][CH3:4].[Li]CCCC.[CH3:23][Sn:24](Cl)([CH3:26])[CH3:25], predict the reaction product. (2) Given the reactants [CH3:1][C:2]1[C:29]([C:30]2[CH:31]=[N:32][C:33]([N:36]3[CH2:41][CH2:40][O:39][CH2:38][CH2:37]3)=[CH:34][CH:35]=2)=[C:28]([C:42]([F:45])([F:44])[F:43])[CH:27]=[CH:26][C:3]=1[CH2:4][N:5](C(=O)C(F)(F)F)[C:6]1[CH:19]=[CH:18][C:9]2[C@H:10]([CH2:13][C:14]([O:16]C)=[O:15])[CH2:11][O:12][C:8]=2[CH:7]=1.[OH-].[Na+], predict the reaction product. The product is: [CH3:1][C:2]1[C:29]([C:30]2[CH:31]=[N:32][C:33]([N:36]3[CH2:37][CH2:38][O:39][CH2:40][CH2:41]3)=[CH:34][CH:35]=2)=[C:28]([C:42]([F:45])([F:43])[F:44])[CH:27]=[CH:26][C:3]=1[CH2:4][NH:5][C:6]1[CH:19]=[CH:18][C:9]2[C@H:10]([CH2:13][C:14]([OH:16])=[O:15])[CH2:11][O:12][C:8]=2[CH:7]=1. (3) Given the reactants [O:1]1[C:5]2([CH2:10][CH2:9][C:8](=O)[CH2:7][CH2:6]2)[O:4][CH2:3][CH2:2]1.[C:12]1([C@@H:18]([NH2:20])[CH3:19])[CH:17]=[CH:16][CH:15]=[CH:14][CH:13]=1.C(O[BH-](OC(=O)C)OC(=O)C)(=O)C.[Na+], predict the reaction product. The product is: [C:12]1([C@@H:18]([NH:20][CH:8]2[CH2:9][CH2:10][C:5]3([O:4][CH2:3][CH2:2][O:1]3)[CH2:6][CH2:7]2)[CH3:19])[CH:17]=[CH:16][CH:15]=[CH:14][CH:13]=1. (4) Given the reactants [CH:1]1([NH:4][C:5]2[N:10]3[N:11]=[CH:12][C:13](/[CH:14]=[C:15]4/[C:16](=[O:21])[NH:17][C:18](=[O:20])[NH:19]/4)=[C:9]3[N:8]=[C:7](S(C)(=O)=O)[N:6]=2)[CH2:3][CH2:2]1.C1(NC2N3N=CC(/C=C4/C(=O)NC(=O)N/4)=C3N=C(S(C)=O)N=2)CC1.[Cl:50][C:51]1[CH:52]=[C:53]([OH:57])[CH:54]=[CH:55][CH:56]=1.C([O-])([O-])=O.[K+].[K+], predict the reaction product. The product is: [Cl:50][C:51]1[CH:52]=[C:53]([CH:54]=[CH:55][CH:56]=1)[O:57][C:7]1[N:6]=[C:5]([NH:4][CH:1]2[CH2:3][CH2:2]2)[N:10]2[N:11]=[CH:12][C:13](/[CH:14]=[C:15]3/[C:16](=[O:21])[NH:17][C:18](=[O:20])[NH:19]/3)=[C:9]2[N:8]=1. (5) The product is: [Cl:27][C:19]1[C:20]2[CH:26]=[CH:25][CH:24]=[CH:23][C:21]=2[S:22][C:18]=1[C:16]([N:15]([CH2:28][C:29]1[CH:30]=[C:31]([C:43]2[CH:48]=[CH:47][N:46]=[CH:45][CH:44]=2)[CH:32]=[CH:33][C:34]=1[O:35][CH3:36])[CH:12]1[CH2:13][CH2:14][CH:9]([N:8]([CH3:40])[C:1](=[O:2])[O:3][C:4]([CH3:5])([CH3:6])[CH3:7])[CH2:10][CH2:11]1)=[O:17]. Given the reactants [C:1]([N:8]([CH3:40])[CH:9]1[CH2:14][CH2:13][CH:12]([N:15]([CH2:28][C:29]2[CH:30]=[C:31](B(O)O)[CH:32]=[CH:33][C:34]=2[O:35][CH3:36])[C:16]([C:18]2[S:22][C:21]3[CH:23]=[CH:24][CH:25]=[CH:26][C:20]=3[C:19]=2[Cl:27])=[O:17])[CH2:11][CH2:10]1)([O:3][C:4]([CH3:7])([CH3:6])[CH3:5])=[O:2].Cl.Br[C:43]1[CH:48]=[CH:47][N:46]=[CH:45][CH:44]=1, predict the reaction product.